From a dataset of Reaction yield outcomes from USPTO patents with 853,638 reactions. Predict the reaction yield, written as a fraction of the theoretical maximum amount of product (1.0 means a 100% yield; for example, 0.34 means a 34% yield). (1) The reactants are [F:1][C:2]1[CH:11]=[C:10]2[C:5]([CH2:6][CH2:7][C:8](=[O:13])[N:9]2[CH3:12])=[CH:4][CH:3]=1.C1C(=O)N([Br:21])C(=O)C1.O. The catalyst is CN(C=O)C.CCOC(C)=O. The product is [Br:21][C:3]1[CH:4]=[C:5]2[C:10](=[CH:11][C:2]=1[F:1])[N:9]([CH3:12])[C:8](=[O:13])[CH2:7][CH2:6]2. The yield is 0.780. (2) The yield is 0.410. The reactants are [C-:1]#[N:2].[K+].[O:4]1[CH2:9][CH2:8][C:7](=O)[CH2:6][CH2:5]1.[C:11](=[O:14])([O-])[O-].[NH4+:15].[NH4+].[OH2:17]. The product is [NH:15]1[C:7]2([CH2:8][CH2:9][O:4][CH2:5][CH2:6]2)[C:1](=[O:17])[NH:2][C:11]1=[O:14]. The catalyst is CO. (3) The reactants are [C:1]([O:5][C:6]([NH:8][CH2:9][CH2:10][CH2:11][CH2:12][CH2:13][S:14]([N:17]([C:19]1[N:28]=[C:27]([C:29]([O:31][CH3:32])=[O:30])[C:26]([O:33]S(C2C=CC(C)=CC=2)(=O)=O)=[C:25]2[C:20]=1[CH:21]=[CH:22][CH:23]=[N:24]2)[CH3:18])(=[O:16])=[O:15])=[O:7])([CH3:4])([CH3:3])[CH3:2].C[O-].[Na+].CO.C(O)(=O)C. The catalyst is CN(C=O)C.O. The product is [C:1]([O:5][C:6]([NH:8][CH2:9][CH2:10][CH2:11][CH2:12][CH2:13][S:14]([N:17]([C:19]1[N:28]=[C:27]([C:29]([O:31][CH3:32])=[O:30])[C:26]([OH:33])=[C:25]2[C:20]=1[CH:21]=[CH:22][CH:23]=[N:24]2)[CH3:18])(=[O:16])=[O:15])=[O:7])([CH3:4])([CH3:3])[CH3:2]. The yield is 0.610. (4) The reactants are [CH3:1][C:2]1[C:10]2[C:9]([NH:11][C:12]3[CH:17]=[CH:16][C:15]([N:18]4[CH2:23][CH2:22][O:21][CH2:20][CH2:19]4)=CC=3)=[N:8][C:7]([N:24]3[CH2:29][CH2:28][NH:27][CH2:26][CH2:25]3)=[N:6][C:5]=2[S:4][C:3]=1[CH3:30].[CH2:31]([N:33](CC)CC)C.Cl.[N:39]1[CH:44]=[CH:43][CH:42]=[CH:41][C:40]=1[C:45](Cl)=[O:46]. No catalyst specified. The product is [CH3:1][C:2]1[C:10]2[C:9]([NH:11][C:12]3[CH:31]=[N:33][C:15]([N:18]4[CH2:23][CH2:22][O:21][CH2:20][CH2:19]4)=[CH:16][CH:17]=3)=[N:8][C:7]([N:24]3[CH2:25][CH2:26][N:27]([C:45]([C:40]4[CH:41]=[CH:42][CH:43]=[CH:44][N:39]=4)=[O:46])[CH2:28][CH2:29]3)=[N:6][C:5]=2[S:4][C:3]=1[CH3:30]. The yield is 0.350. (5) The catalyst is C1COCC1. The reactants are [NH2:1][C@@H:2]1[CH2:7][CH2:6][CH2:5][N:4]([C:8]2[N:9]([CH2:21]C3C=CC=CC=3C#N)[C:10](=[O:20])[C:11]([C:14]#[C:15][Si](C)(C)C)=[CH:12][N:13]=2)[CH2:3]1.CCCC[N+:34](CCCC)(CCCC)CCCC.[F-]. The product is [NH2:1][C@@H:2]1[CH2:7][CH2:6][CH2:5][N:4]([C:8]2[N:9]([C:21]#[N:34])[C:10](=[O:20])[C:11]([C:14]#[CH:15])=[CH:12][N:13]=2)[CH2:3]1. The yield is 0.710. (6) The reactants are [Br:1][C:2]1[CH:3]=[C:4]2[C@:15]3([N:20]=[C:19]([NH2:21])[CH2:18][O:17][CH2:16]3)[C:14]3[CH:13]=[C:12](Cl)[N:11]=[CH:10][C:9]=3[O:8][C:5]2=[CH:6][CH:7]=1.[CH3:23][O-:24].[Na+]. The catalyst is CS(C)=O. The product is [Br:1][C:2]1[CH:3]=[C:4]2[C@:15]3([N:20]=[C:19]([NH2:21])[CH2:18][O:17][CH2:16]3)[C:14]3[CH:13]=[C:12]([O:24][CH3:23])[N:11]=[CH:10][C:9]=3[O:8][C:5]2=[CH:6][CH:7]=1. The yield is 0.618. (7) The catalyst is C1(C)C=CC=CC=1. The reactants are [F:1][C:2]1[C:7]([Mg]Br)=[C:6]([F:10])[C:5]([F:11])=[C:4]([F:12])[C:3]=1[F:13].C1COCC1.O1CCOCC1.[C:25]([S:29][C:30]1[CH:35]=[CH:34][C:33](Br)=[CH:32][CH:31]=1)([CH3:28])([CH3:27])[CH3:26]. The yield is 0.810. The product is [C:25]([S:29][C:30]1[CH:35]=[CH:34][C:33]([C:7]2[C:2]([F:1])=[C:3]([F:13])[C:4]([F:12])=[C:5]([F:11])[C:6]=2[F:10])=[CH:32][CH:31]=1)([CH3:28])([CH3:26])[CH3:27]. (8) The reactants are [F:1][C:2]1[CH:7]=[CH:6][C:5]([C:8]2[CH:12]=[C:11]([CH:13]([OH:15])[CH3:14])[O:10][N:9]=2)=[CH:4][CH:3]=1.CC(OI1(OC(C)=O)(OC(C)=O)OC(=O)C2C=CC=CC1=2)=O. The catalyst is C(Cl)Cl. The product is [F:1][C:2]1[CH:3]=[CH:4][C:5]([C:8]2[CH:12]=[C:11]([C:13](=[O:15])[CH3:14])[O:10][N:9]=2)=[CH:6][CH:7]=1. The yield is 0.680. (9) The reactants are Cl.[CH2:2]([O:4][C:5]([C:7]1([NH2:13])[CH2:12][CH2:11][CH2:10][CH2:9][CH2:8]1)=[O:6])[CH3:3].Cl.[CH2:15]([N:18]1[CH2:23][CH2:22][N:21]([C:24]2[CH:32]=[CH:31][C:27]([C:28](O)=[O:29])=[CH:26][CH:25]=2)[CH2:20][CH2:19]1)[CH2:16][CH3:17]. No catalyst specified. The product is [CH2:2]([O:4][C:5]([C:7]1([NH:13][C:28]([C:27]2[CH:26]=[CH:25][C:24]([N:21]3[CH2:20][CH2:19][N:18]([CH2:15][CH2:16][CH3:17])[CH2:23][CH2:22]3)=[CH:32][CH:31]=2)=[O:29])[CH2:12][CH2:11][CH2:10][CH2:9][CH2:8]1)=[O:6])[CH3:3]. The yield is 0.650. (10) The reactants are C([O:5][C:6]([N:8]1[CH2:13][CH:12]=[C:11]([C:14]2[CH:19]=[CH:18][C:17]([N+:20]([O-])=O)=[CH:16][CH:15]=2)[CH2:10][CH2:9]1)=O)(C)(C)C.[CH3:23]CN(CC)CC.C(OC(=O)C)(=O)C. The catalyst is C(Cl)Cl.C(O)(C(F)(F)F)=O. The product is [NH2:20][C:17]1[CH:18]=[CH:19][C:14]([CH:11]2[CH2:12][CH2:13][N:8]([C:6](=[O:5])[CH3:23])[CH2:9][CH2:10]2)=[CH:15][CH:16]=1. The yield is 0.650.